This data is from Forward reaction prediction with 1.9M reactions from USPTO patents (1976-2016). The task is: Predict the product of the given reaction. (1) Given the reactants [CH2:1]([O:3][C:4]([N:6]1[C:15]2[C:10](=[N:11][C:12](OS(C(F)(F)F)(=O)=O)=[CH:13][CH:14]=2)[C@@H:9]([NH:24][C:25]2[N:30]=[C:29]([CH2:31][C:32]3[CH:37]=[C:36]([C:38]([F:41])([F:40])[F:39])[CH:35]=[C:34]([C:42]([F:45])([F:44])[F:43])[CH:33]=3)[C:28]([N:46]3[CH2:51][CH2:50][O:49][CH2:48][CH2:47]3)=[CH:27][N:26]=2)[CH2:8][C@H:7]1[CH2:52][CH3:53])=[O:5])[CH3:2].[CH3:54][N:55](C)C=O.O, predict the reaction product. The product is: [CH2:1]([O:3][C:4]([N:6]1[C:15]2[C:10](=[N:11][C:12]([C:54]#[N:55])=[CH:13][CH:14]=2)[C@@H:9]([NH:24][C:25]2[N:30]=[C:29]([CH2:31][C:32]3[CH:33]=[C:34]([C:42]([F:45])([F:43])[F:44])[CH:35]=[C:36]([C:38]([F:41])([F:40])[F:39])[CH:37]=3)[C:28]([N:46]3[CH2:51][CH2:50][O:49][CH2:48][CH2:47]3)=[CH:27][N:26]=2)[CH2:8][C@H:7]1[CH2:52][CH3:53])=[O:5])[CH3:2]. (2) Given the reactants [Br:1][C:2]1[CH:7]=[CH:6][C:5]([SH:8])=[CH:4][CH:3]=1.O[CH:10]1[CH2:15][CH2:14][N:13]([C:16]([O:18][C:19]([CH3:22])([CH3:21])[CH3:20])=[O:17])[CH2:12][CH2:11]1.C1C=CC(P(C2C=CC=CC=2)C2C=CC=CC=2)=CC=1.CCOC(/N=N/C(OCC)=O)=O, predict the reaction product. The product is: [Br:1][C:2]1[CH:7]=[CH:6][C:5]([S:8][CH:10]2[CH2:15][CH2:14][N:13]([C:16]([O:18][C:19]([CH3:22])([CH3:21])[CH3:20])=[O:17])[CH2:12][CH2:11]2)=[CH:4][CH:3]=1. (3) Given the reactants [NH2:1][C:2]1[N:7]=[CH:6][C:5]([C:8]2[CH:16]=[CH:15][C:11]([C:12](O)=[O:13])=[CH:10][CH:9]=2)=[CH:4][C:3]=1[O:17][CH2:18][C:19]1[C:24]([Cl:25])=[CH:23][CH:22]=[CH:21][C:20]=1[Cl:26].[NH2:27][CH2:28][CH:29]([OH:36])[CH2:30][N:31]1[CH2:35][CH2:34][CH2:33][CH2:32]1, predict the reaction product. The product is: [NH2:1][C:2]1[N:7]=[CH:6][C:5]([C:8]2[CH:9]=[CH:10][C:11]([C:12]([NH:27][CH2:28][CH:29]([OH:36])[CH2:30][N:31]3[CH2:35][CH2:34][CH2:33][CH2:32]3)=[O:13])=[CH:15][CH:16]=2)=[CH:4][C:3]=1[O:17][CH2:18][C:19]1[C:20]([Cl:26])=[CH:21][CH:22]=[CH:23][C:24]=1[Cl:25].